From a dataset of Reaction yield outcomes from USPTO patents with 853,638 reactions. Predict the reaction yield, written as a fraction of the theoretical maximum amount of product (1.0 means a 100% yield; for example, 0.34 means a 34% yield). The reactants are C(=O)([O-])[O-].[K+].[K+].[C:7]([O:11][C:12](=[O:15])[CH2:13]Br)([CH3:10])([CH3:9])[CH3:8].[CH2:16]([C:18]1[NH:22][N:21]=[C:20]([O:23][CH3:24])[C:19]=1[O:25][C:26]1[CH:33]=[CH:32][C:29]([C:30]#[N:31])=[CH:28][CH:27]=1)[CH3:17]. The catalyst is CN(C)C=O. The product is [C:30]([C:29]1[CH:32]=[CH:33][C:26]([O:25][C:19]2[C:20]([O:23][CH3:24])=[N:21][N:22]([CH2:13][C:12]([O:11][C:7]([CH3:10])([CH3:9])[CH3:8])=[O:15])[C:18]=2[CH2:16][CH3:17])=[CH:27][CH:28]=1)#[N:31]. The yield is 0.750.